This data is from Forward reaction prediction with 1.9M reactions from USPTO patents (1976-2016). The task is: Predict the product of the given reaction. (1) Given the reactants [Cl:1][C:2]1[CH:12]=[CH:11][C:10]([C:13]2[CH:17]=[CH:16][NH:15][N:14]=2)=[CH:9][C:3]=1[C:4]([O:6]CC)=[O:5].C[O-].[Na+], predict the reaction product. The product is: [Cl:1][C:2]1[CH:12]=[CH:11][C:10]([C:13]2[CH:17]=[CH:16][NH:15][N:14]=2)=[CH:9][C:3]=1[C:4]([OH:6])=[O:5]. (2) Given the reactants [Cl:1][C:2]1[CH:3]=[C:4]([NH:9][C:10]([CH:12]2[CH2:16][CH2:15][N:14]([CH2:17][C:18]([OH:20])=O)[CH2:13]2)=[O:11])[CH:5]=[CH:6][C:7]=1[OH:8].C1C=CC2N(O)N=NC=2C=1.CCN=C=NCCCN(C)C.Cl.Cl.[N:44]1[CH:49]=[CH:48][CH:47]=[N:46][C:45]=1[C:50]1[CH:55]=[CH:54][C:53]([N:56]2[CH2:61][CH:60]3[CH2:62][CH:57]2[CH2:58][NH:59]3)=[CH:52][CH:51]=1, predict the reaction product. The product is: [Cl:1][C:2]1[CH:3]=[C:4]([NH:9][C:10]([CH:12]2[CH2:16][CH2:15][N:14]([CH2:17][C:18](=[O:20])[N:59]3[CH2:58][CH:57]4[CH2:62][CH:60]3[CH2:61][N:56]4[C:53]3[CH:54]=[CH:55][C:50]([C:45]4[N:44]=[CH:49][CH:48]=[CH:47][N:46]=4)=[CH:51][CH:52]=3)[CH2:13]2)=[O:11])[CH:5]=[CH:6][C:7]=1[OH:8]. (3) Given the reactants [Cl:1][C:2]1[C:3]([C:14]([OH:16])=O)=[N:4][O:5][C:6]=1[C:7]1[CH:12]=[CH:11][C:10]([Cl:13])=[CH:9][CH:8]=1.C(Cl)(=O)C([Cl:20])=O, predict the reaction product. The product is: [Cl:1][C:2]1[C:3]([C:14]([Cl:20])=[O:16])=[N:4][O:5][C:6]=1[C:7]1[CH:12]=[CH:11][C:10]([Cl:13])=[CH:9][CH:8]=1. (4) Given the reactants [Cl:1][C:2]1[C:10]2[C:9]([NH:11][CH2:12][CH2:13][C:14]3[CH:28]=[CH:27][C:17]([O:18][C:19]4[N:24]=[CH:23][C:22]([CH:25]=O)=[CH:21][CH:20]=4)=[CH:16][CH:15]=3)=[N:8][CH:7]=[N:6][C:5]=2[S:4][CH:3]=1.Cl.[O:30]([NH2:32])[CH3:31], predict the reaction product. The product is: [CH3:31][O:30][N:32]=[CH:25][C:22]1[CH:23]=[N:24][C:19]([O:18][C:17]2[CH:16]=[CH:15][C:14]([CH2:13][CH2:12][NH:11][C:9]3[C:10]4[C:2]([Cl:1])=[CH:3][S:4][C:5]=4[N:6]=[CH:7][N:8]=3)=[CH:28][CH:27]=2)=[CH:20][CH:21]=1. (5) Given the reactants [Br:1][C:2]1[CH:7]=[CH:6][C:5]([CH2:8][C:9](=[O:11])[CH3:10])=[CH:4][CH:3]=1.CC1C=CC([CH:17]=[S:18])=CC=1.[C:21]1([CH2:27]C(=O)C)[CH:26]=[CH:25][CH:24]=[CH:23][CH:22]=1.BrC1C=CC(C=O)=CC=1, predict the reaction product. The product is: [Br:1][C:2]1[CH:3]=[CH:4][C:5]([C:8](=[CH:27][C:21]2[CH:26]=[CH:25][C:24]([S:18][CH3:17])=[CH:23][CH:22]=2)[C:9](=[O:11])[CH3:10])=[CH:6][CH:7]=1. (6) Given the reactants [CH2:1]([C@@:4]1([CH3:31])[CH2:9][C@H:8]([C:10]2[CH:15]=[CH:14][CH:13]=[C:12]([Cl:16])[CH:11]=2)[C@@H:7]([C:17]2[CH:22]=[CH:21][C:20]([Cl:23])=[CH:19][CH:18]=2)[N:6]([C@@H:24]([CH:27]2[CH2:29][CH2:28]2)[CH2:25][SH:26])[C:5]1=[O:30])[CH:2]=[CH2:3].Br[CH:33]([CH2:36][CH3:37])[CH2:34][CH3:35].[H-].[Na+], predict the reaction product. The product is: [CH2:1]([C@@:4]1([CH3:31])[CH2:9][C@H:8]([C:10]2[CH:15]=[CH:14][CH:13]=[C:12]([Cl:16])[CH:11]=2)[C@@H:7]([C:17]2[CH:18]=[CH:19][C:20]([Cl:23])=[CH:21][CH:22]=2)[N:6]([C@@H:24]([CH:27]2[CH2:29][CH2:28]2)[CH2:25][S:26][CH:33]([CH2:36][CH3:37])[CH2:34][CH3:35])[C:5]1=[O:30])[CH:2]=[CH2:3]. (7) The product is: [OH:1][C:2]1[CH:9]=[CH:8][CH:7]=[CH:6][C:3]=1/[CH:4]=[N:11]/[OH:10]. Given the reactants [OH:1][C:2]1[CH:9]=[CH:8][CH:7]=[CH:6][C:3]=1[CH:4]=O.[OH-:10].[NH4+:11].Cl.C(N(CC)CC)C.CCOC(C)=O, predict the reaction product.